This data is from Full USPTO retrosynthesis dataset with 1.9M reactions from patents (1976-2016). The task is: Predict the reactants needed to synthesize the given product. The reactants are: [Br:1][C:2]1[C:3](Cl)=[C:4]([N+:9]([O-:11])=[O:10])[C:5]([NH2:8])=[N:6][CH:7]=1.[N:13]1[CH:18]=[CH:17][CH:16]=[C:15]([CH2:19][N:20]2[CH2:25][CH2:24][NH:23][CH2:22][CH2:21]2)[CH:14]=1.C(N(C(C)C)CC)(C)C. Given the product [Br:1][C:2]1[C:3]([N:23]2[CH2:24][CH2:25][N:20]([CH2:19][C:15]3[CH:14]=[N:13][CH:18]=[CH:17][CH:16]=3)[CH2:21][CH2:22]2)=[C:4]([N+:9]([O-:11])=[O:10])[C:5]([NH2:8])=[N:6][CH:7]=1, predict the reactants needed to synthesize it.